This data is from NCI-60 drug combinations with 297,098 pairs across 59 cell lines. The task is: Regression. Given two drug SMILES strings and cell line genomic features, predict the synergy score measuring deviation from expected non-interaction effect. Drug 1: C1CCC(CC1)NC(=O)N(CCCl)N=O. Cell line: ACHN. Drug 2: CC1CCC2CC(C(=CC=CC=CC(CC(C(=O)C(C(C(=CC(C(=O)CC(OC(=O)C3CCCCN3C(=O)C(=O)C1(O2)O)C(C)CC4CCC(C(C4)OC)OCCO)C)C)O)OC)C)C)C)OC. Synergy scores: CSS=16.3, Synergy_ZIP=-10.1, Synergy_Bliss=-8.63, Synergy_Loewe=-6.36, Synergy_HSA=-3.39.